Dataset: Catalyst prediction with 721,799 reactions and 888 catalyst types from USPTO. Task: Predict which catalyst facilitates the given reaction. (1) Reactant: [CH3:1][O:2][C:3]1[CH:25]=[C:24]([O:26][CH3:27])[CH:23]=[CH:22][C:4]=1[CH2:5][NH:6][C@@:7]([C@H:16]1[CH2:20][O:19][CH2:18][C@H:17]1[OH:21])([C:9]1[CH:14]=[CH:13][CH:12]=[CH:11][C:10]=1[F:15])[CH3:8].N1C=CC=CC=1.[S:34](Cl)(Cl)=[O:35]. Product: [CH3:1][O:2][C:3]1[CH:25]=[C:24]([O:26][CH3:27])[CH:23]=[CH:22][C:4]=1[CH2:5][N:6]1[C@@:7]([C:9]2[CH:14]=[CH:13][CH:12]=[CH:11][C:10]=2[F:15])([CH3:8])[C@@H:16]2[C@@H:17]([CH2:18][O:19][CH2:20]2)[O:21][S:34]1=[O:35]. The catalyst class is: 4. (2) Reactant: [C:1]([O:5][C:6]([NH:8][C@H:9]([CH2:14][C:15]1[CH:20]=[C:19]([F:21])[CH:18]=[CH:17][C:16]=1[F:22])[CH2:10][C:11]([OH:13])=O)=[O:7])([CH3:4])([CH3:3])[CH3:2].C(Cl)CCl.C1C=CC2N(O)N=NC=2C=1.Cl.[CH3:38][N:39]1[CH2:45][CH2:44][CH2:43][NH:42][CH2:41][C:40]1=[O:46]. Product: [C:1]([O:5][C:6]([NH:8][C@H:9]([CH2:14][C:15]1[CH:20]=[C:19]([F:21])[CH:18]=[CH:17][C:16]=1[F:22])[CH2:10][C:11]([N:42]1[CH2:43][CH2:44][CH2:45][N:39]([CH3:38])[C:40](=[O:46])[CH2:41]1)=[O:13])=[O:7])([CH3:2])([CH3:3])[CH3:4]. The catalyst class is: 236.